Dataset: Peptide-MHC class II binding affinity with 134,281 pairs from IEDB. Task: Regression. Given a peptide amino acid sequence and an MHC pseudo amino acid sequence, predict their binding affinity value. This is MHC class II binding data. The peptide sequence is WELQIVDKIDAAFKI. The MHC is DRB5_0101 with pseudo-sequence DRB5_0101. The binding affinity (normalized) is 0.633.